From a dataset of Reaction yield outcomes from USPTO patents with 853,638 reactions. Predict the reaction yield, written as a fraction of the theoretical maximum amount of product (1.0 means a 100% yield; for example, 0.34 means a 34% yield). The reactants are [Cl:1][C:2]1[C:3]2[CH:10]=[CH:9][N:8]([C:11]([CH2:26][OH:27])([CH2:24]O)[CH2:12][O:13]S(C3C=CC(C)=CC=3)(=O)=O)[C:4]=2[N:5]=[CH:6][N:7]=1. The catalyst is C1COCC1. The product is [Cl:1][C:2]1[C:3]2[CH:10]=[CH:9][N:8]([C:11]3([CH2:12][OH:13])[CH2:24][O:27][CH2:26]3)[C:4]=2[N:5]=[CH:6][N:7]=1. The yield is 0.360.